From a dataset of Forward reaction prediction with 1.9M reactions from USPTO patents (1976-2016). Predict the product of the given reaction. (1) Given the reactants F[C:2]1[C:7]([N+:8]([O-:10])=[O:9])=[CH:6][CH:5]=[CH:4][N:3]=1.[CH3:11][O:12][CH2:13][CH:14]([OH:16])[CH3:15], predict the reaction product. The product is: [CH3:11][O:12][CH2:13][CH:14]([O:16][C:2]1[C:7]([N+:8]([O-:10])=[O:9])=[CH:6][CH:5]=[CH:4][N:3]=1)[CH3:15]. (2) Given the reactants [C:1]([NH:5][C:6](=[O:35])[CH2:7][N:8]1[C:17](=[O:18])[C:16]2[C:11](=[CH:12][CH:13]=[C:14]([CH:19]=[CH:20][CH2:21][CH2:22][N:23]3[CH2:27][CH2:26][CH2:25][CH2:24]3)[CH:15]=2)[N:10]=[C:9]1[C:28]1[CH:33]=[CH:32][CH:31]=[C:30]([Cl:34])[CH:29]=1)([CH3:4])([CH3:3])[CH3:2], predict the reaction product. The product is: [C:1]([NH:5][C:6](=[O:35])[CH2:7][N:8]1[C:17](=[O:18])[C:16]2[C:11](=[CH:12][CH:13]=[C:14]([CH2:19][CH2:20][CH2:21][CH2:22][N:23]3[CH2:27][CH2:26][CH2:25][CH2:24]3)[CH:15]=2)[N:10]=[C:9]1[C:28]1[CH:33]=[CH:32][CH:31]=[C:30]([Cl:34])[CH:29]=1)([CH3:4])([CH3:2])[CH3:3]. (3) Given the reactants [O:1]=[C:2]([N:16]1[CH2:21][CH2:20][N:19]2[C:22]([C:25]([F:28])([F:27])[F:26])=[N:23][N:24]=[C:18]2[CH2:17]1)[CH2:3][CH:4]([NH2:15])[CH2:5][C:6]1[CH:11]=[C:10]([F:12])[C:9]([F:13])=[CH:8][C:7]=1[F:14].O.[C:30]([C@@:38]([C:53]([OH:55])=[O:54])([OH:52])[C@@:39]([C:44](=[O:51])[C:45]1[CH:50]=[CH:49][CH:48]=[CH:47][CH:46]=1)([OH:43])[C:40]([OH:42])=[O:41])(=[O:37])[C:31]1[CH:36]=[CH:35][CH:34]=[CH:33][CH:32]=1.C([O-])(O)=O.[Na+].O=C(N1CCN2C(C(F)(F)F)=NN=C2C1)C[C@@H](N)CC1C=C(F)C(F)=CC=1F, predict the reaction product. The product is: [C:44]([C@@:39]([C:40]([OH:42])=[O:41])([OH:43])[C@@:38]([C:30](=[O:37])[C:31]1[CH:36]=[CH:35][CH:34]=[CH:33][CH:32]=1)([OH:52])[C:53]([OH:55])=[O:54])(=[O:51])[C:45]1[CH:50]=[CH:49][CH:48]=[CH:47][CH:46]=1.[O:1]=[C:2]([N:16]1[CH2:21][CH2:20][N:19]2[C:22]([C:25]([F:28])([F:27])[F:26])=[N:23][N:24]=[C:18]2[CH2:17]1)[CH2:3][CH:4]([NH2:15])[CH2:5][C:6]1[CH:11]=[C:10]([F:12])[C:9]([F:13])=[CH:8][C:7]=1[F:14]. (4) Given the reactants [Br:1][CH2:2][CH2:3][NH:4][C:5]([C:7]1[CH:12]=[N:11][CH:10]=[CH:9][N:8]=1)=[O:6].[N:13]12[CH2:20][CH2:19][CH:16]([CH2:17][CH2:18]1)[C@@H:15]([O:21][C:22]([C:24]1([C:31]3[CH:36]=[CH:35][CH:34]=[CH:33][CH:32]=3)[CH2:30][CH2:29][CH2:28][CH2:27][CH2:26][CH2:25]1)=[O:23])[CH2:14]2, predict the reaction product. The product is: [Br-:1].[C:31]1([C:24]2([C:22]([O:21][C@@H:15]3[CH:16]4[CH2:19][CH2:20][N+:13]([CH2:2][CH2:3][NH:4][C:5]([C:7]5[CH:12]=[N:11][CH:10]=[CH:9][N:8]=5)=[O:6])([CH2:18][CH2:17]4)[CH2:14]3)=[O:23])[CH2:30][CH2:29][CH2:28][CH2:27][CH2:26][CH2:25]2)[CH:32]=[CH:33][CH:34]=[CH:35][CH:36]=1. (5) The product is: [F:26][C:27]([F:38])([F:37])[C:28]([N:13]([C:10]1[CH:11]=[CH:12][C:7]([O:6][C:5]2[CH:21]=[CH:22][CH:23]=[C:3]([C:2]([F:24])([F:25])[F:1])[CH:4]=2)=[CH:8][CH:9]=1)[NH:14][C:15]([O:17][CH:18]([CH3:20])[CH3:19])=[O:16])=[O:29]. Given the reactants [F:1][C:2]([F:25])([F:24])[C:3]1[CH:4]=[C:5]([CH:21]=[CH:22][CH:23]=1)[O:6][C:7]1[CH:12]=[CH:11][C:10]([NH:13][NH:14][C:15]([O:17][CH:18]([CH3:20])[CH3:19])=[O:16])=[CH:9][CH:8]=1.[F:26][C:27]([F:38])([F:37])[C:28](O[C:28](=[O:29])[C:27]([F:38])([F:37])[F:26])=[O:29], predict the reaction product. (6) Given the reactants [NH2:1][C:2]1[C:3]2[N:10]([C:11]3[CH:16]=[CH:15][C:14]([N+:17]([O-])=O)=[CH:13][CH:12]=3)[N:9]=[C:8]([C:20]3[CH2:21][CH2:22][N:23]([C:26]([O:28][C:29]([CH3:32])([CH3:31])[CH3:30])=[O:27])[CH2:24][CH:25]=3)[C:4]=2[N:5]=[CH:6][N:7]=1.NC1C2N(C3C=CC(N)=C(OC)C=3)N=C(C3CCN(C(OC(C)(C)C)=O)CC3)C=2N=CN=1.CO[C@@H]1[C@@H](C(OC)=O)[C@@H]2[C@@H](CN3[C@H](C2)C2NC4C=C(OC)C=CC=4C=2CC3)C[C@H]1OC(C1C=C(OC)C(OC)=C(OC)C=1)=O, predict the reaction product. The product is: [NH2:1][C:2]1[C:3]2[N:10]([C:11]3[CH:16]=[CH:15][C:14]([NH2:17])=[CH:13][CH:12]=3)[N:9]=[C:8]([CH:20]3[CH2:21][CH2:22][N:23]([C:26]([O:28][C:29]([CH3:32])([CH3:31])[CH3:30])=[O:27])[CH2:24][CH2:25]3)[C:4]=2[N:5]=[CH:6][N:7]=1. (7) Given the reactants [O:1]=[C:2]1[C:11]([CH:12]2[CH2:17][CH2:16][N:15]([C:18]([O:20][C@H:21]([CH2:26][C:27]3[CH:28]=[C:29]4[C:33](=[C:34]([CH3:36])[CH:35]=3)[NH:32][N:31]=[CH:30]4)[C:22]([O:24]C)=[O:23])=[O:19])[CH2:14][CH2:13]2)=[CH:10][C:9]2[C:4](=[CH:5][CH:6]=[CH:7][CH:8]=2)[NH:3]1.O.[OH-].[Li+], predict the reaction product. The product is: [CH3:36][C:34]1[CH:35]=[C:27]([CH2:26][C@@H:21]([O:20][C:18]([N:15]2[CH2:14][CH2:13][CH:12]([C:11]3[C:2](=[O:1])[NH:3][C:4]4[C:9]([CH:10]=3)=[CH:8][CH:7]=[CH:6][CH:5]=4)[CH2:17][CH2:16]2)=[O:19])[C:22]([OH:24])=[O:23])[CH:28]=[C:29]2[C:33]=1[NH:32][N:31]=[CH:30]2. (8) Given the reactants [NH2:1][CH2:2][CH:3]([CH3:7])[C:4]([OH:6])=[O:5].S(Cl)([Cl:10])=O.[CH2:12](O)[CH3:13], predict the reaction product. The product is: [ClH:10].[CH2:12]([O:5][C:4](=[O:6])[CH:3]([CH3:7])[CH2:2][NH2:1])[CH3:13]. (9) The product is: [F:1][C:2]1[CH:15]=[CH:14][C:5]([CH2:6][N:7]2[CH2:12][CH2:11][N:10]([C:18]([NH:17][CH3:16])=[O:19])[CH2:9][C:8]2=[O:13])=[CH:4][CH:3]=1. Given the reactants [F:1][C:2]1[CH:15]=[CH:14][C:5]([CH2:6][N:7]2[CH2:12][CH2:11][NH:10][CH2:9][C:8]2=[O:13])=[CH:4][CH:3]=1.[CH3:16][N:17]=[C:18]=[O:19], predict the reaction product. (10) Given the reactants [N:1]([C:4]1[CH:17]=[CH:16][C:15]2[O:14][C:13]3[C:8](=[CH:9][C:10]([O:18][CH3:19])=[CH:11][CH:12]=3)[C@:7]3([CH2:23][O:22][C:21]([NH:24][C:25](=[O:30])[C:26]([F:29])([F:28])[F:27])=[N:20]3)[C:6]=2[CH:5]=1)=[N+]=[N-].CC1C=C2N=C3C(=NC(NC3=O)=O)N(C[C@H](O)[C@H](O)[C@H](O)CO)C2=CC=1C, predict the reaction product. The product is: [NH2:1][C:4]1[CH:17]=[CH:16][C:15]2[O:14][C:13]3[C:8](=[CH:9][C:10]([O:18][CH3:19])=[CH:11][CH:12]=3)[C@:7]3([CH2:23][O:22][C:21]([NH:24][C:25](=[O:30])[C:26]([F:27])([F:29])[F:28])=[N:20]3)[C:6]=2[CH:5]=1.